Dataset: Catalyst prediction with 721,799 reactions and 888 catalyst types from USPTO. Task: Predict which catalyst facilitates the given reaction. (1) Reactant: [F:1][C:2]1[CH:7]=[C:6](SC)[CH:5]=[C:4]([F:10])[C:3]=1[C:11]1[N:16]=[C:15]([C:17]([O:19][CH3:20])=[O:18])[CH:14]=[CH:13][C:12]=1[F:21].[CH:22]1C=C(Cl)C=C(C(OO)=O)C=1.[O-:33][S:34]([O-:37])(=S)=O.[Na+].[Na+].[OH-].[Na+]. Product: [F:1][C:2]1[CH:7]=[C:6]([S:34]([CH3:22])(=[O:37])=[O:33])[CH:5]=[C:4]([F:10])[C:3]=1[C:11]1[N:16]=[C:15]([C:17]([O:19][CH3:20])=[O:18])[CH:14]=[CH:13][C:12]=1[F:21]. The catalyst class is: 2. (2) Reactant: [CH2:1]([O:8][C:9]([N:11]1[CH2:17][CH2:16][C:15]2([NH:18]C(OC(C)(C)C)=O)[CH:13]([CH2:14]2)[CH2:12]1)=[O:10])[C:2]1[CH:7]=[CH:6][CH:5]=[CH:4][CH:3]=1.C(O)(C(F)(F)F)=O. Product: [CH2:1]([O:8][C:9]([N:11]1[CH2:17][CH2:16][C:15]2([NH2:18])[CH:13]([CH2:14]2)[CH2:12]1)=[O:10])[C:2]1[CH:3]=[CH:4][CH:5]=[CH:6][CH:7]=1. The catalyst class is: 1. (3) Reactant: [Cl:1][C:2]1[C:3](=[O:21])[N:4]([CH2:9][CH2:10][C:11]2[CH:20]=[CH:19][C:14]([C:15]([O:17][CH3:18])=[O:16])=[CH:13][CH:12]=2)[C:5]([CH3:8])=[CH:6][CH:7]=1.[Br:22]N1C(=O)CCC1=O. Product: [Br:22][C:6]1[CH:7]=[C:2]([Cl:1])[C:3](=[O:21])[N:4]([CH2:9][CH2:10][C:11]2[CH:20]=[CH:19][C:14]([C:15]([O:17][CH3:18])=[O:16])=[CH:13][CH:12]=2)[C:5]=1[CH3:8]. The catalyst class is: 86. (4) Reactant: [Br:1][C:2]1[CH:9]=[CH:8][C:5]([CH:6]=O)=[C:4]([O:10][C:11]([F:14])([F:13])[F:12])[CH:3]=1.[NH:15]1[CH2:20][CH2:19][CH2:18][CH2:17][CH2:16]1.C(O[BH-](OC(=O)C)OC(=O)C)(=O)C.[Na+]. Product: [Br:1][C:2]1[CH:9]=[CH:8][C:5]([CH2:6][N:15]2[CH2:20][CH2:19][CH2:18][CH2:17][CH2:16]2)=[C:4]([O:10][C:11]([F:14])([F:13])[F:12])[CH:3]=1. The catalyst class is: 2. (5) Reactant: [F:1][C:2]([F:36])([F:35])[C:3]1[CH:4]=[C:5]([C@H:13]([O:15][C@@H:16]2[C@@H:20]([C:21]3[CH:26]=[CH:25][C:24]([F:27])=[CH:23][CH:22]=3)[CH2:19][N:18](C(OC(C)(C)C)=O)[CH2:17]2)[CH3:14])[CH:6]=[C:7]([C:9]([F:12])([F:11])[F:10])[CH:8]=1.[ClH:37]. Product: [ClH:37].[F:36][C:2]([F:1])([F:35])[C:3]1[CH:4]=[C:5]([C@H:13]([O:15][C@@H:16]2[C@@H:20]([C:21]3[CH:22]=[CH:23][C:24]([F:27])=[CH:25][CH:26]=3)[CH2:19][NH:18][CH2:17]2)[CH3:14])[CH:6]=[C:7]([C:9]([F:11])([F:12])[F:10])[CH:8]=1. The catalyst class is: 25. (6) Reactant: [OH:1][C:2]1[C:3]([C:8]#[N:9])=[N:4][CH:5]=[CH:6][CH:7]=1.C(=O)([O-])[O-].[K+].[K+].Cl[CH2:17][C:18]([NH2:20])=[O:19].O. Product: [C:8]([C:3]1[C:2]([O:1][CH2:17][C:18]([NH2:20])=[O:19])=[CH:7][CH:6]=[CH:5][N:4]=1)#[N:9]. The catalyst class is: 9. (7) Reactant: C(O)(C(F)(F)F)=O.[C:8]([NH:16][C@@H:17]1[C:23](=[O:24])[N:22]2[C@H:25]([C:29]([O:31]C(C)(C)C)=[O:30])[CH2:26][CH2:27][CH2:28][N:21]2[C:20](=[O:36])[CH2:19][CH2:18]1)(=[O:15])[C:9]1[CH:14]=[CH:13][CH:12]=[CH:11][CH:10]=1. Product: [C:8]([NH:16][C@@H:17]1[C:23](=[O:24])[N:22]2[C@H:25]([C:29]([OH:31])=[O:30])[CH2:26][CH2:27][CH2:28][N:21]2[C:20](=[O:36])[CH2:19][CH2:18]1)(=[O:15])[C:9]1[CH:14]=[CH:13][CH:12]=[CH:11][CH:10]=1. The catalyst class is: 2. (8) Reactant: CC(OC(/N=N/C(OC(C)C)=O)=O)C.[OH:15][C:16]1[CH:21]=[CH:20][C:19]([C:22]2([OH:41])[CH2:27][CH2:26][N:25]([C:28]3[CH:29]=[CH:30][C:31]4[N:32]([C:34]([C:37]([F:40])([F:39])[F:38])=[N:35][N:36]=4)[N:33]=3)[CH2:24][CH2:23]2)=[CH:18][CH:17]=1.O[CH2:43][CH2:44][N:45]1[CH2:50][CH2:49][N:48]([CH3:51])[C:47](=[O:52])[CH2:46]1.C1(P(C2C=CC=CC=2)C2C=CC=CC=2)C=CC=CC=1. Product: [OH:41][C:22]1([C:19]2[CH:20]=[CH:21][C:16]([O:15][CH2:43][CH2:44][N:45]3[CH2:50][CH2:49][N:48]([CH3:51])[C:47](=[O:52])[CH2:46]3)=[CH:17][CH:18]=2)[CH2:27][CH2:26][N:25]([C:28]2[CH:29]=[CH:30][C:31]3[N:32]([C:34]([C:37]([F:40])([F:39])[F:38])=[N:35][N:36]=3)[N:33]=2)[CH2:24][CH2:23]1. The catalyst class is: 116. (9) Reactant: [OH:1][C:2]1[C:3]2[C:4]3[N:14]=[C:13]([C:15]4[CH:20]=[CH:19][CH:18]=[CH:17][CH:16]=4)[CH:12]=[C:11]([C:21]([O:23]C)=O)[C:5]=3[NH:6][C:7]=2[CH:8]=[CH:9][CH:10]=1.[NH3:25]. Product: [OH:1][C:2]1[C:3]2[C:4]3[N:14]=[C:13]([C:15]4[CH:20]=[CH:19][CH:18]=[CH:17][CH:16]=4)[CH:12]=[C:11]([C:21]([NH2:25])=[O:23])[C:5]=3[NH:6][C:7]=2[CH:8]=[CH:9][CH:10]=1. The catalyst class is: 5. (10) Reactant: CON(C)[C:4]([C@@H:6]1[CH2:11][CH2:10][N:9]([CH2:12][C:13]2[CH:18]=[CH:17][CH:16]=[CH:15][CH:14]=2)[CH2:8][C@@H:7]1[C:19]1[CH:24]=[CH:23][C:22]([Cl:25])=[CH:21][CH:20]=1)=[O:5].[CH3:27][Mg]Br.C[O-].[Na+]. Product: [CH2:12]([N:9]1[CH2:10][CH2:11][C@H:6]([C:4](=[O:5])[CH3:27])[C@@H:7]([C:19]2[CH:24]=[CH:23][C:22]([Cl:25])=[CH:21][CH:20]=2)[CH2:8]1)[C:13]1[CH:18]=[CH:17][CH:16]=[CH:15][CH:14]=1. The catalyst class is: 5.